Dataset: Forward reaction prediction with 1.9M reactions from USPTO patents (1976-2016). Task: Predict the product of the given reaction. (1) Given the reactants [CH3:1][O:2][C:3](=[O:12])[C:4]1[CH:9]=[CH:8][C:7]([CH:10]=[O:11])=[CH:6][CH:5]=1.[CH3:13][C:14]([CH3:21])([CH3:20])[CH2:15][CH2:16]C[Mg]Br, predict the reaction product. The product is: [CH3:1][O:2][C:3](=[O:12])[C:4]1[CH:9]=[CH:8][C:7]([CH:10]([OH:11])[CH2:16][CH2:15][C:14]([CH3:21])([CH3:20])[CH3:13])=[CH:6][CH:5]=1. (2) The product is: [F:15][C:10]1[CH:9]=[C:8]([C:6]2[CH:5]=[CH:4][N:3]=[C:2]([N:20]3[CH2:21][CH2:22][N:17]([CH3:16])[CH2:18][CH2:19]3)[CH:7]=2)[CH:13]=[CH:12][C:11]=1[CH3:14]. Given the reactants Cl[C:2]1[CH:7]=[C:6]([C:8]2[CH:13]=[CH:12][C:11]([CH3:14])=[C:10]([F:15])[CH:9]=2)[CH:5]=[CH:4][N:3]=1.[CH3:16][N:17]1[CH2:22][CH2:21][NH:20][CH2:19][CH2:18]1, predict the reaction product. (3) Given the reactants [CH:1]1([CH2:4][NH:5][C:6]2[N:11]([CH3:12])[C:10](=[O:13])[C:9]([C:14]3[CH:19]=[CH:18][C:17]([O:20][C:21]4[CH:26]=[CH:25][N:24]=[C:23]5[N:27](CC6C=CC(OC)=CC=6)[N:28]=[C:29]([CH3:30])[C:22]=45)=[C:16]([F:40])[CH:15]=3)=[CH:8][N:7]=2)[CH2:3][CH2:2]1, predict the reaction product. The product is: [CH:1]1([CH2:4][NH:5][C:6]2[N:11]([CH3:12])[C:10](=[O:13])[C:9]([C:14]3[CH:19]=[CH:18][C:17]([O:20][C:21]4[CH:26]=[CH:25][N:24]=[C:23]5[NH:27][N:28]=[C:29]([CH3:30])[C:22]=45)=[C:16]([F:40])[CH:15]=3)=[CH:8][N:7]=2)[CH2:3][CH2:2]1. (4) Given the reactants [CH3:1][Si]([N-][Si](C)(C)C)(C)C.[Na+].[CH:11]([C:13]1[N:14]=[C:15]([CH:18]2[CH2:23][CH2:22][N:21]([C:24]([O:26][C:27]([CH3:30])([CH3:29])[CH3:28])=[O:25])[CH2:20][CH2:19]2)[S:16][CH:17]=1)=O, predict the reaction product. The product is: [CH:11]([C:13]1[N:14]=[C:15]([CH:18]2[CH2:23][CH2:22][N:21]([C:24]([O:26][C:27]([CH3:30])([CH3:29])[CH3:28])=[O:25])[CH2:20][CH2:19]2)[S:16][CH:17]=1)=[CH2:1]. (5) The product is: [Br:1][C:2]1[CH:7]=[N:6][C:5]2[NH:8][C@@H:9]([CH3:12])[CH2:10][N:13]([S:14]([C:17]3[CH:22]=[CH:21][C:20]([CH3:23])=[CH:19][CH:18]=3)(=[O:16])=[O:15])[C:4]=2[CH:3]=1. Given the reactants [Br:1][C:2]1[CH:3]=[C:4]([NH:13][S:14]([C:17]2[CH:22]=[CH:21][C:20]([CH3:23])=[CH:19][CH:18]=2)(=[O:16])=[O:15])[C:5]([NH:8][C@@H:9]([CH3:12])[CH2:10]O)=[N:6][CH:7]=1.C1(P(C2C=CC=CC=2)C2C=CC=CC=2)C=CC=CC=1.N(C(OC(C)C)=O)=NC(OC(C)C)=O, predict the reaction product. (6) Given the reactants [Cl:1][C:2]1[C:3]([C:17]([NH:19][C@@H:20]2[CH2:24][CH2:23][C:22](=O)[CH2:21]2)=[O:18])=[N:4][O:5][C:6]=1[C:7]1[CH:12]=[CH:11][C:10]([C:13]([F:16])([F:15])[F:14])=[CH:9][CH:8]=1.Cl.[NH2:27][OH:28].C(=O)(O)[O-].[Na+], predict the reaction product. The product is: [Cl:1][C:2]1[C:3]([C:17]([NH:19][C@@H:20]2[CH2:24][CH2:23][C:22](=[N:27][OH:28])[CH2:21]2)=[O:18])=[N:4][O:5][C:6]=1[C:7]1[CH:12]=[CH:11][C:10]([C:13]([F:14])([F:16])[F:15])=[CH:9][CH:8]=1. (7) Given the reactants [CH2:1]([C:6]1[CH:13]=[CH:12][C:9]([CH2:10][NH2:11])=[CH:8][CH:7]=1)[CH2:2][CH2:3][CH2:4][CH3:5].Cl[CH2:15][C:16]1[CH:24]=[CH:23][C:19]([C:20](Cl)=[O:21])=[CH:18][CH:17]=1.[C:25]1([CH2:31][CH2:32][C:33](Cl)=[O:34])[CH:30]=[CH:29][CH:28]=[CH:27][CH:26]=1.[NH2:36][C:37]1[CH:49]=[CH:48][C:40]2[O:41]C(C)(C)[O:43][C:44](=[O:45])[C:39]=2[CH:38]=1, predict the reaction product. The product is: [OH:41][C:40]1[CH:48]=[CH:49][C:37]([N:36]([CH2:15][C:16]2[CH:24]=[CH:23][C:19]([C:20]([NH:11][CH2:10][C:9]3[CH:12]=[CH:13][C:6]([CH2:1][CH2:2][CH2:3][CH2:4][CH3:5])=[CH:7][CH:8]=3)=[O:21])=[CH:18][CH:17]=2)[C:33](=[O:34])[CH2:32][CH2:31][C:25]2[CH:30]=[CH:29][CH:28]=[CH:27][CH:26]=2)=[CH:38][C:39]=1[C:44]([OH:45])=[O:43]. (8) Given the reactants [CH3:1][C:2]1[N:3]=[C:4]2[CH:9]=[CH:8][CH:7]=[CH:6][N:5]2[CH:10]=1.[CH2:11]([CH:13]([C:16]1[C:17]2[N:18]([C:23](I)=[C:24]([CH3:26])[N:25]=2)[N:19]=[C:20]([CH3:22])[CH:21]=1)[CH2:14][CH3:15])[CH3:12], predict the reaction product. The product is: [CH2:11]([CH:13]([C:16]1[C:17]2[N:18]([C:23]([C:10]3[N:5]4[CH:6]=[CH:7][CH:8]=[CH:9][C:4]4=[N:3][C:2]=3[CH3:1])=[C:24]([CH3:26])[N:25]=2)[N:19]=[C:20]([CH3:22])[CH:21]=1)[CH2:14][CH3:15])[CH3:12]. (9) Given the reactants [S:1]([O:6]C)([O:4]C)(=[O:3])=[O:2].C(=O)([O-])[O-].[K+].[K+].[C:14]([OH:21])(=[O:20])[CH2:15][CH2:16][CH2:17][CH2:18][CH3:19].[C:22]([OH:29])(=[O:28])[CH2:23][CH2:24][CH2:25][CH2:26][CH3:27].[C:30]([OH:37])(=[O:36])[CH2:31][CH2:32][CH2:33][CH2:34][CH3:35].[N:38]([CH2:45][CH2:46]O)([CH2:42][CH2:43]O)[CH2:39][CH2:40]O.[CH2:48]=C, predict the reaction product. The product is: [S:1]([O-:6])([OH:4])(=[O:3])=[O:2].[CH3:48][N+:38]([CH2:45][CH2:46][O:36][C:30]([CH2:31][CH2:32][CH2:33][CH2:34][CH3:35])=[O:37])([CH2:42][CH2:43][O:28][C:22]([CH2:23][CH2:24][CH2:25][CH2:26][CH3:27])=[O:29])[CH2:39][CH2:40][O:20][C:14]([CH2:15][CH2:16][CH2:17][CH2:18][CH3:19])=[O:21]. (10) Given the reactants C(C1C=C(C=CC=1)OC1OC=C(C(OCC)=O)N=1)(C)(C)C.[CH3:22][C:23]1([CH3:34])[C:31]2[C:26](=[CH:27][C:28]([CH3:33])=[C:29]([OH:32])[CH:30]=2)[CH2:25][CH2:24]1.Cl[C:36]1[S:37][CH:38]=[C:39]([C:41]([O:43][CH2:44][CH3:45])=[O:42])[N:40]=1, predict the reaction product. The product is: [CH3:22][C:23]1([CH3:34])[C:31]2[C:26](=[CH:27][C:28]([CH3:33])=[C:29]([O:32][C:36]3[S:37][CH:38]=[C:39]([C:41]([O:43][CH2:44][CH3:45])=[O:42])[N:40]=3)[CH:30]=2)[CH2:25][CH2:24]1.